Dataset: Forward reaction prediction with 1.9M reactions from USPTO patents (1976-2016). Task: Predict the product of the given reaction. (1) Given the reactants C(OC(=O)[NH:7][C@@H:8]1[CH2:12][CH2:11][N:10]([C:13]2[C:18]([C:19]([F:22])([F:21])[F:20])=[CH:17][CH:16]=[CH:15][N:14]=2)[CH2:9]1)(C)(C)C.C(O)(C(F)(F)F)=O, predict the reaction product. The product is: [F:21][C:19]([F:20])([F:22])[C:18]1[C:13]([N:10]2[CH2:11][CH2:12][C@@H:8]([NH2:7])[CH2:9]2)=[N:14][CH:15]=[CH:16][CH:17]=1. (2) Given the reactants [CH3:1][S:2]([N:5]1[CH2:10][CH2:9][C:8]2[N:11]([CH2:24][CH2:25][CH:26]=O)[N:12]=[C:13]([C:14]3[CH:19]=[CH:18][C:17]([C:20]([F:23])([F:22])[F:21])=[CH:16][CH:15]=3)[C:7]=2[CH2:6]1)(=[O:4])=[O:3].[Cl:28][C:29]1[CH:34]=[CH:33][CH:32]=[C:31]([N+:35]([O-:37])=[O:36])[C:30]=1[N:38]1[CH2:43][CH2:42][NH:41][CH2:40][CH2:39]1.S([O-])([O-])(=O)=O.[Na+].[Na+].C(O[BH-](OC(=O)C)OC(=O)C)(=O)C.[Na+], predict the reaction product. The product is: [Cl:28][C:29]1[CH:34]=[CH:33][CH:32]=[C:31]([N+:35]([O-:37])=[O:36])[C:30]=1[N:38]1[CH2:43][CH2:42][N:41]([CH2:26][CH2:25][CH2:24][N:11]2[C:8]3[CH2:9][CH2:10][N:5]([S:2]([CH3:1])(=[O:4])=[O:3])[CH2:6][C:7]=3[C:13]([C:14]3[CH:19]=[CH:18][C:17]([C:20]([F:23])([F:22])[F:21])=[CH:16][CH:15]=3)=[N:12]2)[CH2:40][CH2:39]1. (3) Given the reactants Cl.[CH3:2][N:3]1[CH2:8][CH:7]=[C:6](B2OC(C)(C)C(C)(C)O2)[CH2:5][CH2:4]1.Br[C:19]1[CH:46]=[C:22]2[CH2:23][N:24]([C:28]([O:30][CH2:31][C:32]3[CH:37]=[C:36]([C:38]([F:41])([F:40])[F:39])[CH:35]=[C:34]([C:42]([F:45])([F:44])[F:43])[CH:33]=3)=[O:29])[CH2:25][CH2:26][CH2:27][N:21]2[N:20]=1.O1CCOCC1.C([O-])(O)=O.[Na+], predict the reaction product. The product is: [CH3:2][N:3]1[CH2:8][CH:7]=[C:6]([C:19]2[CH:46]=[C:22]3[CH2:23][N:24]([C:28]([O:30][CH2:31][C:32]4[CH:37]=[C:36]([C:38]([F:40])([F:41])[F:39])[CH:35]=[C:34]([C:42]([F:44])([F:43])[F:45])[CH:33]=4)=[O:29])[CH2:25][CH2:26][CH2:27][N:21]3[N:20]=2)[CH2:5][CH2:4]1. (4) Given the reactants [Cl:1][C:2]1[CH:7]=[C:6]([F:8])[CH:5]=[CH:4][C:3]=1[C:9]1([C:15]([OH:17])=O)[CH2:14][CH2:13][CH2:12][CH2:11][CH2:10]1.[NH2:18][CH2:19][CH2:20][CH2:21][N:22]1[CH2:27][CH2:26][CH:25]([C:28]2[CH:29]=[C:30]([NH:34][C:35](=[O:40])[O:36][CH:37]([CH3:39])[CH3:38])[CH:31]=[CH:32][CH:33]=2)[CH2:24][CH2:23]1, predict the reaction product. The product is: [Cl:1][C:2]1[CH:7]=[C:6]([F:8])[CH:5]=[CH:4][C:3]=1[C:9]1([C:15]([NH:18][CH2:19][CH2:20][CH2:21][N:22]2[CH2:27][CH2:26][CH:25]([C:28]3[CH:29]=[C:30]([NH:34][C:35](=[O:40])[O:36][CH:37]([CH3:38])[CH3:39])[CH:31]=[CH:32][CH:33]=3)[CH2:24][CH2:23]2)=[O:17])[CH2:10][CH2:11][CH2:12][CH2:13][CH2:14]1. (5) Given the reactants [H-].[Na+].[C:3]([O:10][CH2:11][CH3:12])(=[O:9])[C:4]([O:6]CC)=O.[CH2:13]([O:20][C:21]1[CH:26]=[CH:25][CH:24]=[CH:23][C:22]=1[C:27](=[O:29])[CH3:28])[C:14]1[CH:19]=[CH:18][CH:17]=[CH:16][CH:15]=1, predict the reaction product. The product is: [CH2:11]([O:10][C:3](=[O:9])[C:4](=[O:6])[CH2:28][C:27]([C:22]1[CH:23]=[CH:24][CH:25]=[CH:26][C:21]=1[O:20][CH2:13][C:14]1[CH:19]=[CH:18][CH:17]=[CH:16][CH:15]=1)=[O:29])[CH3:12]. (6) Given the reactants [CH3:1][O:2][C:3]([C:5]1[CH:6]=[CH:7][C:8]2[O:12][C:11]([C:13]([CH2:25][CH3:26])(C3C=CC(O)=C(CC)C=3)[CH2:14][CH3:15])=[CH:10][C:9]=2[CH:27]=1)=[O:4].Br[CH2:29][C:30](=[O:35])[C:31]([CH3:34])([CH3:33])[CH3:32].[C:36]([O-:39])([O-])=O.[K+].[K+], predict the reaction product. The product is: [CH3:1][O:2][C:3]([C:5]1[CH:6]=[CH:7][C:8]2[O:12][C:11]([CH:13]([CH:25]([C:5]3[CH:6]=[CH:7][C:36]([O:39][CH2:29][C:30](=[O:35])[C:31]([CH3:34])([CH3:33])[CH3:32])=[C:9]([CH2:10][CH3:11])[CH:27]=3)[CH3:26])[CH2:14][CH3:15])=[CH:10][C:9]=2[CH:27]=1)=[O:4]. (7) The product is: [CH3:15][C@H:4]1[C@H:3]([CH3:16])[C@@H:2]([NH:1][C:22]2[CH:21]=[CH:20][N:18]=[C:24]([CH3:25])[CH:23]=2)[C:11]2[C:6](=[CH:7][CH:8]=[CH:9][CH:10]=2)[N:5]1[C:12](=[O:14])[CH3:13]. Given the reactants [NH2:1][C@H:2]1[C:11]2[C:6](=[CH:7][CH:8]=[CH:9][CH:10]=2)[N:5]([C:12](=[O:14])[CH3:13])[C@@H:4]([CH3:15])[C@@H:3]1[CH3:16].C[N:18]([C:20]1[C:25](C2C(P(C3CCCCC3)C3CCCCC3)=CC=CC=2)=[CH:24][CH:23]=[CH:22][CH:21]=1)C.CC(C)([O-])C.[Na+].BrC1C=CN=C(C)C=1, predict the reaction product.